This data is from Retrosynthesis with 50K atom-mapped reactions and 10 reaction types from USPTO. The task is: Predict the reactants needed to synthesize the given product. (1) Given the product O=S(=O)(CCCCCCN1CCN(C(c2ccccc2)c2ccc(Cl)cc2)CC1)NCCCCO, predict the reactants needed to synthesize it. The reactants are: Clc1ccc(C(c2ccccc2)N2CCNCC2)cc1.O=S(=O)(CCCCCCCl)NCCCCO. (2) Given the product COC(=O)N1c2ccc(-c3cnn(C4CCNCC4)c3)c(Oc3ccc(Cl)cc3C#N)c2CC[C@@H]1C, predict the reactants needed to synthesize it. The reactants are: COC(=O)N1c2ccc(-c3cnn(C4CCN(C(=O)OC(C)(C)C)CC4)c3)c(Oc3ccc(Cl)cc3C#N)c2CC[C@@H]1C. (3) Given the product C[C@@H](c1cc(Cl)cc2ccccc12)N1CCC(C2(c3ccc(F)cc3)CCN(C)CC2)C1=O, predict the reactants needed to synthesize it. The reactants are: C=O.C[C@@H](c1cc(Cl)cc2ccccc12)N1CCC(C2(c3ccc(F)cc3)CCNCC2)C1=O. (4) Given the product Cc1ccc(-c2cc(C(=O)N[C@H](C)c3ccc(F)cn3)cc(C3=NO[C@H](c4ccccn4)C3)c2)nc1, predict the reactants needed to synthesize it. The reactants are: C[C@@H](N)c1ccc(F)cn1.Cc1ccc(-c2cc(C(=O)O)cc(C3=NO[C@H](c4ccccn4)C3)c2)nc1.